This data is from Reaction yield outcomes from USPTO patents with 853,638 reactions. The task is: Predict the reaction yield, written as a fraction of the theoretical maximum amount of product (1.0 means a 100% yield; for example, 0.34 means a 34% yield). (1) The reactants are [CH2:1]([N:4]([CH2:12][C:13](N(OC)C)=[O:14])[C:5](=[O:11])[O:6][C:7]([CH3:10])([CH3:9])[CH3:8])[CH:2]=[CH2:3].[C:19]1([Mg]Br)[CH:24]=[CH:23][CH:22]=[CH:21][CH:20]=1. The catalyst is C1COCC1. The product is [CH2:1]([N:4]([CH2:12][C:13]([C:19]1[CH:24]=[CH:23][CH:22]=[CH:21][CH:20]=1)=[O:14])[C:5](=[O:11])[O:6][C:7]([CH3:8])([CH3:9])[CH3:10])[CH:2]=[CH2:3]. The yield is 0.750. (2) The reactants are [CH2:1]([O:3][C:4]1[CH:8]=[C:7]([CH3:9])[NH:6][N:5]=1)[CH3:2].[Br:10]Br. The catalyst is C(O)C. The product is [Br:10][C:8]1[C:4]([O:3][CH2:1][CH3:2])=[N:5][NH:6][C:7]=1[CH3:9]. The yield is 0.490.